This data is from Reaction yield outcomes from USPTO patents with 853,638 reactions. The task is: Predict the reaction yield, written as a fraction of the theoretical maximum amount of product (1.0 means a 100% yield; for example, 0.34 means a 34% yield). (1) The reactants are Br[C:2]1[CH:3]=[C:4]([C:8]2([CH3:15])[NH:13][C:12](=[O:14])[CH2:11][O:10][CH2:9]2)[CH:5]=[CH:6][CH:7]=1.C(P(C(C)(C)C)C1C=CC=CC=1C1C(C(C)C)=CC(C(C)C)=CC=1C(C)C)(C)(C)C.[C:46](=[NH:59])([C:53]1[CH:58]=[CH:57][CH:56]=[CH:55][CH:54]=1)[C:47]1[CH:52]=[CH:51][CH:50]=[CH:49][CH:48]=1. The catalyst is C1(C)C=CC=CC=1. The product is [C:46](=[N:59][C:2]1[CH:3]=[C:4]([C:8]2([CH3:15])[NH:13][C:12](=[O:14])[CH2:11][O:10][CH2:9]2)[CH:5]=[CH:6][CH:7]=1)([C:53]1[CH:54]=[CH:55][CH:56]=[CH:57][CH:58]=1)[C:47]1[CH:52]=[CH:51][CH:50]=[CH:49][CH:48]=1. The yield is 0.990. (2) The reactants are [NH2:1][C:2]1[CH:3]=[C:4]([Cl:22])[CH:5]=[C:6]2[C:14]=1[NH:13][C:12]1[CH:11]=[N:10][CH:9]=[C:8]([NH:15][C:16](=[O:21])[C:17]([F:20])([F:19])[F:18])[C:7]2=1.C[C:24]1[N:32]=[CH:31][CH:30]=[CH:29][C:25]=1[C:26](O)=[O:27].CCN=C=NCCCN(C)C. The catalyst is N1C=CC=CC=1. The product is [Cl:22][C:4]1[CH:5]=[C:6]2[C:14](=[C:2]([NH:1][C:26](=[O:27])[C:25]3[CH:29]=[CH:30][CH:31]=[N:32][CH:24]=3)[CH:3]=1)[NH:13][C:12]1[CH:11]=[N:10][CH:9]=[C:8]([NH:15][C:16](=[O:21])[C:17]([F:20])([F:19])[F:18])[C:7]2=1. The yield is 0.320.